This data is from NCI-60 drug combinations with 297,098 pairs across 59 cell lines. The task is: Regression. Given two drug SMILES strings and cell line genomic features, predict the synergy score measuring deviation from expected non-interaction effect. Drug 1: C1CCC(C1)C(CC#N)N2C=C(C=N2)C3=C4C=CNC4=NC=N3. Drug 2: C(CC(=O)O)C(=O)CN.Cl. Cell line: HS 578T. Synergy scores: CSS=-2.88, Synergy_ZIP=-1.64, Synergy_Bliss=-11.0, Synergy_Loewe=-16.9, Synergy_HSA=-16.6.